From a dataset of Reaction yield outcomes from USPTO patents with 853,638 reactions. Predict the reaction yield, written as a fraction of the theoretical maximum amount of product (1.0 means a 100% yield; for example, 0.34 means a 34% yield). (1) The reactants are Br[C:2]1[C:16]([Cl:17])=[CH:15][C:5]([O:6][CH2:7][C@@H:8]2[CH2:12][O:11][C:10]([CH3:14])([CH3:13])[O:9]2)=[C:4]([Cl:18])[CH:3]=1.[Cu][C:20]#[N:21]. The catalyst is CN(C)C=O. The product is [Cl:17][C:16]1[CH:15]=[C:5]([O:6][CH2:7][C@@H:8]2[CH2:12][O:11][C:10]([CH3:14])([CH3:13])[O:9]2)[C:4]([Cl:18])=[CH:3][C:2]=1[C:20]#[N:21]. The yield is 0.660. (2) The yield is 0.560. The catalyst is C(Cl)Cl. The product is [ClH:1].[NH2:24][C@@H:20]1[CH2:21][CH2:22][CH2:23][N:18]([C:3]2[C:2]([Cl:1])=[CH:7][N:6]=[C:5]3[NH:8][CH:9]=[C:10]([NH:11][C:12](=[O:17])[C@@H:13]([O:15][CH3:16])[CH3:14])[C:4]=23)[CH2:19]1. The reactants are [Cl:1][C:2]1[C:3]([N:18]2[CH2:23][CH2:22][CH2:21][C@@H:20]([NH:24]C(=O)OC(C)(C)C)[CH2:19]2)=[C:4]2[C:10]([NH:11][C:12](=[O:17])[C@@H:13]([O:15][CH3:16])[CH3:14])=[CH:9][NH:8][C:5]2=[N:6][CH:7]=1.C(O)(C(F)(F)F)=O. (3) The reactants are F.F.F.C(N(CC)CC)C.C(N(CC)CC)C.[Si]([O:35][CH2:36][C@H:37]1[O:41][C@@H:40]([N:42]2[CH:49]=[C:48]([CH3:50])[C:46](=[O:47])[NH:45][C:43]2=[O:44])[C@H:39]([O:51][CH2:52][CH2:53][O:54][N:55]([CH3:57])[CH3:56])[C@@H:38]1[OH:58])(C(C)(C)C)(C1C=CC=CC=1)C1C=CC=CC=1.CO. The catalyst is C1COCC1.C(Cl)Cl. The product is [CH3:56][N:55]([CH3:57])[O:54][CH2:53][CH2:52][O:51][C@@H:39]1[C@H:38]([OH:58])[C@@H:37]([CH2:36][OH:35])[O:41][C@H:40]1[N:42]1[CH:49]=[C:48]([CH3:50])[C:46](=[O:47])[NH:45][C:43]1=[O:44]. The yield is 0.925. (4) The reactants are Cl[C:2]1[CH:3]=[CH:4][C:5]2[N:11]3[CH2:12][C@H:8]([CH2:9][CH2:10]3)[N:7]([C:13]([NH:15][C:16]3[CH:21]=[N:20][CH:19]=[CH:18][N:17]=3)=[O:14])[C:6]=2[N:22]=1.CC1(C)C(C)(C)OB([C:31]2[CH:32]=[CH:33][C:34]([C:37]([F:40])([F:39])[F:38])=[N:35][CH:36]=2)O1.[O-]P([O-])([O-])=O.[K+].[K+].[K+].CC(C1C=C(C(C)C)C(C2C=CC=CC=2P(C2CCCCC2)C2CCCCC2)=C(C(C)C)C=1)C. The catalyst is O1CCOCC1.O.C1C=CC(/C=C/C(/C=C/C2C=CC=CC=2)=O)=CC=1.C1C=CC(/C=C/C(/C=C/C2C=CC=CC=2)=O)=CC=1.C1C=CC(/C=C/C(/C=C/C2C=CC=CC=2)=O)=CC=1.[Pd].[Pd].C(OCC)(=O)C. The product is [N:17]1[CH:18]=[CH:19][N:20]=[CH:21][C:16]=1[NH:15][C:13]([N:7]1[C@@H:8]2[CH2:12][N:11]([CH2:10][CH2:9]2)[C:5]2[CH:4]=[CH:3][C:2]([C:31]3[CH:36]=[N:35][C:34]([C:37]([F:40])([F:39])[F:38])=[CH:33][CH:32]=3)=[N:22][C:6]1=2)=[O:14]. The yield is 0.435. (5) The reactants are Br[C:2]1[CH:7]=[CH:6][CH:5]=[CH:4][C:3]=1[O:8][CH3:9].P([O-])([O-])([O-])=O.[K+].[K+].[K+].O1CCO[CH2:20][CH2:19]1. The catalyst is [Pd].C(P(C(C)(C)C)C(C)(C)C)(C)(C)C.C(P(C(C)(C)C)C(C)(C)C)(C)(C)C.O. The product is [CH:19]([C:2]1[CH:7]=[CH:6][CH:5]=[CH:4][C:3]=1[O:8][CH3:9])=[CH2:20]. The yield is 0.540. (6) The reactants are [P:1]([O-:21])([O-:20])([O:3][CH:4]([CH2:8][CH2:9][CH2:10][CH2:11][CH2:12][CH2:13][CH2:14][CH2:15][CH2:16][CH2:17][CH2:18][CH3:19])[CH2:5][CH2:6][CH3:7])=[O:2].[OH-].[Na+:23]. The catalyst is C(O)C. The product is [P:1]([OH:21])([OH:20])([OH:3])=[O:2].[CH3:7][CH2:6][CH2:5][CH:4]([Na:23])[CH2:8][CH2:9][CH2:10][CH2:11][CH2:12][CH2:13][CH2:14][CH2:15][CH2:16][CH2:17][CH2:18][CH3:19]. The yield is 0.870. (7) The yield is 0.310. The catalyst is C(#N)C. The product is [CH2:24]([O:23][C:8]1[CH:7]=[C:6]2[C:11]([C:12]([C:13]([O:15][CH3:16])=[O:14])=[C:3]([CH2:2][N:36]3[CH2:41][CH2:40][CH:39]([N:42]4[CH2:47][CH2:46][O:45][CH2:44][CH2:43]4)[CH2:38][CH2:37]3)[C:4]([C:26]3[CH:31]=[CH:30][CH:29]=[C:28]([C:32]([F:35])([F:34])[F:33])[CH:27]=3)=[N:5]2)=[CH:10][C:9]=1[S:17]([CH:20]([CH3:22])[CH3:21])(=[O:19])=[O:18])[CH3:25]. The reactants are Br[CH2:2][C:3]1[C:4]([C:26]2[CH:31]=[CH:30][CH:29]=[C:28]([C:32]([F:35])([F:34])[F:33])[CH:27]=2)=[N:5][C:6]2[C:11]([C:12]=1[C:13]([O:15][CH3:16])=[O:14])=[CH:10][C:9]([S:17]([CH:20]([CH3:22])[CH3:21])(=[O:19])=[O:18])=[C:8]([O:23][CH2:24][CH3:25])[CH:7]=2.[NH:36]1[CH2:41][CH2:40][CH:39]([N:42]2[CH2:47][CH2:46][O:45][CH2:44][CH2:43]2)[CH2:38][CH2:37]1.C(N(CC)C(C)C)(C)C. (8) The reactants are [N:1]1[C:10]2[C:5](=[CH:6][C:7]([CH:11]([CH3:16])[C:12]([O:14][CH3:15])=[O:13])=[CH:8][CH:9]=2)[CH:4]=[CH:3][CH:2]=1.[Li+].C[Si]([N-][Si](C)(C)C)(C)C.C1C=CC(S(N(S(C2C=CC=CC=2)(=O)=O)[F:37])(=O)=O)=CC=1. The catalyst is C1COCC1. The product is [F:37][C:11]([C:7]1[CH:6]=[C:5]2[C:10](=[CH:9][CH:8]=1)[N:1]=[CH:2][CH:3]=[CH:4]2)([CH3:16])[C:12]([O:14][CH3:15])=[O:13]. The yield is 0.754. (9) The reactants are [Br:1][C:2]1[CH:3]=[N:4][N:5]([CH:7]2[CH2:12][CH2:11][NH:10][CH2:9][CH2:8]2)[CH:6]=1.[CH3:13]CN(CC)CC.CI.O. The catalyst is CN(C=O)C. The product is [Br:1][C:2]1[CH:3]=[N:4][N:5]([CH:7]2[CH2:12][CH2:11][N:10]([CH3:13])[CH2:9][CH2:8]2)[CH:6]=1. The yield is 0.630.